From a dataset of Forward reaction prediction with 1.9M reactions from USPTO patents (1976-2016). Predict the product of the given reaction. (1) Given the reactants C(=O)([O-])[O-].[Na+].[Na+].[C:7]([O:11][C:12](=[O:31])[NH:13][CH2:14][CH2:15][C:16]1[CH:21]=[CH:20][CH:19]=[CH:18][C:17]=1B1OC(C)(C)C(C)(C)O1)([CH3:10])([CH3:9])[CH3:8].Br[C:33]1[C:38]2[S:39][C:40]([C:42]3[C:47]([F:48])=[CH:46][N:45]=[C:44]([NH:49][CH2:50][CH2:51][N:52]4[CH:56]=[CH:55][N:54]=[N:53]4)[N:43]=3)=[CH:41][C:37]=2[CH:36]=[CH:35][CH:34]=1, predict the reaction product. The product is: [C:7]([O:11][C:12](=[O:31])[NH:13][CH2:14][CH2:15][C:16]1[CH:21]=[CH:20][CH:19]=[CH:18][C:17]=1[C:33]1[C:38]2[S:39][C:40]([C:42]3[C:47]([F:48])=[CH:46][N:45]=[C:44]([NH:49][CH2:50][CH2:51][N:52]4[CH:56]=[CH:55][N:54]=[N:53]4)[N:43]=3)=[CH:41][C:37]=2[CH:36]=[CH:35][CH:34]=1)([CH3:8])([CH3:9])[CH3:10]. (2) Given the reactants [CH3:1][C:2]1[CH:8]=[CH:7][CH:6]=[C:5]([N+:9]([O-])=O)[C:3]=1[NH2:4].[H][H].[OH-].[K+].C(O[C:19]([S-])=[S:20])C.[K+], predict the reaction product. The product is: [SH:20][C:19]1[NH:4][C:3]2[C:2]([CH3:1])=[CH:8][CH:7]=[CH:6][C:5]=2[N:9]=1.